This data is from Forward reaction prediction with 1.9M reactions from USPTO patents (1976-2016). The task is: Predict the product of the given reaction. (1) Given the reactants [CH3:1][O:2][C:3]1[C:12]2[CH2:11][C@@H:10]([NH:13][C:14](=[O:19])[C:15]([F:18])([F:17])[F:16])[CH2:9][CH2:8][C:7]=2[C:6]([S:20](Cl)(=[O:22])=[O:21])=[CH:5][CH:4]=1.[N:24]1[C:28]2[CH:29]=[CH:30][CH:31]=[CH:32][C:27]=2[NH:26][CH:25]=1, predict the reaction product. The product is: [N:24]1([S:20]([C:6]2[CH:5]=[CH:4][C:3]([O:2][CH3:1])=[C:12]3[C:7]=2[CH2:8][CH2:9][C@H:10]([NH:13][C:14](=[O:19])[C:15]([F:18])([F:17])[F:16])[CH2:11]3)(=[O:22])=[O:21])[C:28]2[CH:29]=[CH:30][CH:31]=[CH:32][C:27]=2[N:26]=[CH:25]1. (2) Given the reactants [Br:1][C:2]1[C:7]([CH3:8])=[CH:6][C:5]([NH:9][C:10]2[N:15]=[C:14]([NH:16][C:17]3[CH:21]=[C:20]([CH3:22])[NH:19][N:18]=3)[C:13]([Cl:23])=[CH:12][N:11]=2)=[C:4]([CH3:24])[CH:3]=1.CC1C=CC(S(O)(=O)=O)=CC=1.[O:36]1[CH:41]=[CH:40][CH2:39][CH2:38][CH2:37]1.C([O-])(O)=O.[Na+], predict the reaction product. The product is: [Br:1][C:2]1[C:7]([CH3:8])=[CH:6][C:5]([NH:9][C:10]2[N:15]=[C:14]([NH:16][C:17]3[CH:21]=[C:20]([CH3:22])[N:19]([CH:37]4[CH2:38][CH2:39][CH2:40][CH2:41][O:36]4)[N:18]=3)[C:13]([Cl:23])=[CH:12][N:11]=2)=[C:4]([CH3:24])[CH:3]=1. (3) Given the reactants [Cl:1][C:2]1[N:10]=[C:9]2[C:5]([N:6]=[C:7]([CH2:12][CH:13]=O)[N:8]2[CH3:11])=[C:4]([N:15]2[CH2:20][CH2:19][O:18][CH2:17][CH2:16]2)[N:3]=1.[NH:21]1[CH2:24][CH:23]([C:25]([OH:28])([CH3:27])[CH3:26])[CH2:22]1.C(OC)(OC)OC.C(O)(=O)C.C(O[BH-](OC(=O)C)OC(=O)C)(=O)C.[Na+], predict the reaction product. The product is: [Cl:1][C:2]1[N:10]=[C:9]2[C:5]([N:6]=[C:7]([CH2:12][CH2:13][N:21]3[CH2:24][CH:23]([C:25]([OH:28])([CH3:27])[CH3:26])[CH2:22]3)[N:8]2[CH3:11])=[C:4]([N:15]2[CH2:20][CH2:19][O:18][CH2:17][CH2:16]2)[N:3]=1. (4) The product is: [CH:3]1([O:7][CH:9]([CH3:13])[C:10]([NH2:12])=[O:11])[CH2:6][CH2:5][CH2:4]1. Given the reactants [H-].[Na+].[CH:3]1([OH:7])[CH2:6][CH2:5][CH2:4]1.Br[CH:9]([CH3:13])[C:10]([NH2:12])=[O:11], predict the reaction product. (5) The product is: [Cl:1][C:2]1[CH:7]=[CH:6][C:5]([C:8]([C:11]2[C:19]3[C:14](=[CH:15][CH:16]=[CH:17][CH:18]=3)[N:13]([CH2:27][C:28]([O:30][C:31]([CH3:34])([CH3:33])[CH3:32])=[O:29])[N:12]=2)([CH3:10])[CH3:9])=[CH:4][CH:3]=1. Given the reactants [Cl:1][C:2]1[CH:7]=[CH:6][C:5]([C:8]([C:11]2[C:19]3[C:14](=[CH:15][CH:16]=[CH:17][CH:18]=3)[NH:13][N:12]=2)([CH3:10])[CH3:9])=[CH:4][CH:3]=1.C(=O)([O-])[O-].[Cs+].[Cs+].Br[CH2:27][C:28]([O:30][C:31]([CH3:34])([CH3:33])[CH3:32])=[O:29], predict the reaction product. (6) The product is: [CH2:13]([O:15][C:16]([C:18]1[C:19](=[O:41])[C:20]2[CH:25]=[N:24][C:23]([NH:8][C:7]3[CH:9]=[CH:10][CH:11]=[C:5]([N:4]([CH3:12])[CH3:3])[CH:6]=3)=[N:22][C:21]=2[N:30]([C:32]2[CH:33]=[C:34]3[C:38](=[CH:39][CH:40]=2)[CH2:37][CH2:36][CH2:35]3)[CH:31]=1)=[O:17])[CH3:14]. Given the reactants Cl.Cl.[CH3:3][N:4]([CH3:12])[C:5]1[CH:6]=[C:7]([CH:9]=[CH:10][CH:11]=1)[NH2:8].[CH2:13]([O:15][C:16]([C:18]1[C:19](=[O:41])[C:20]2[CH:25]=[N:24][C:23](S(C)(=O)=O)=[N:22][C:21]=2[N:30]([C:32]2[CH:33]=[C:34]3[C:38](=[CH:39][CH:40]=2)[CH2:37][CH2:36][CH2:35]3)[CH:31]=1)=[O:17])[CH3:14].C(N(CC)CC)C, predict the reaction product. (7) The product is: [F:37][C:38]1[CH:39]=[C:40]([C:8]2[CH:7]=[CH:6][C:5]3[C:10](=[CH:11][CH:12]=[C:3]([O:2][CH3:1])[CH:4]=3)[C:9]=2[O:13][C:14]2[CH:19]=[CH:18][C:17]([O:20][CH2:21][CH2:22][N:23]3[CH2:24][CH2:25][CH2:26][CH2:27][CH2:28]3)=[CH:16][CH:15]=2)[CH:41]=[C:42]([F:44])[CH:43]=1. Given the reactants [CH3:1][O:2][C:3]1[CH:4]=[C:5]2[C:10](=[CH:11][CH:12]=1)[C:9]([O:13][C:14]1[CH:19]=[CH:18][C:17]([O:20][CH2:21][CH2:22][N:23]3[CH2:28][CH2:27][CH2:26][CH2:25][CH2:24]3)=[CH:16][CH:15]=1)=[C:8](OS(C(F)(F)F)(=O)=O)[CH:7]=[CH:6]2.[F:37][C:38]1[CH:39]=[C:40](B(O)O)[CH:41]=[C:42]([F:44])[CH:43]=1.[F-].[Cs+].C1(P(C2CCCCC2)C2CCCCC2)CCCCC1, predict the reaction product.